From a dataset of Full USPTO retrosynthesis dataset with 1.9M reactions from patents (1976-2016). Predict the reactants needed to synthesize the given product. (1) Given the product [C:14]([O:18][C:19]([N:7]1[C:6]2[CH:5]=[CH:4][C:3]([N+:11]([O-:13])=[O:12])=[C:2]([CH3:1])[C:10]=2[N:9]=[CH:8]1)=[O:20])([CH3:17])([CH3:16])[CH3:15], predict the reactants needed to synthesize it. The reactants are: [CH3:1][C:2]1[C:10]2[NH:9][CH:8]=[N:7][C:6]=2[CH:5]=[CH:4][C:3]=1[N+:11]([O-:13])=[O:12].[C:14]([O:18][C:19](O[C:19]([O:18][C:14]([CH3:17])([CH3:16])[CH3:15])=[O:20])=[O:20])([CH3:17])([CH3:16])[CH3:15].C(N(CC)CC)C. (2) Given the product [CH3:1][C:2]1([CH3:33])[CH2:11][CH2:10][C:9]([CH3:12])([CH3:13])[C:8]2[CH:7]=[C:6]([C:14]3[N:15]=[C:16]([N:19]4[CH2:24][CH2:23][N:22]([CH2:25][CH2:26][CH:27]([CH2:31][CH2:30][OH:29])[CH2:28][OH:32])[CH2:21][CH2:20]4)[S:17][CH:18]=3)[CH:5]=[CH:4][C:3]1=2, predict the reactants needed to synthesize it. The reactants are: [CH3:1][C:2]1([CH3:33])[CH2:11][CH2:10][C:9]([CH3:13])([CH3:12])[C:8]2[CH:7]=[C:6]([C:14]3[N:15]=[C:16]([N:19]4[CH2:24][CH2:23][N:22]([CH2:25][CH2:26][CH:27]5[CH2:31][CH2:30][O:29][C:28]5=[O:32])[CH2:21][CH2:20]4)[S:17][CH:18]=3)[CH:5]=[CH:4][C:3]1=2.FC(F)(F)C([O-])=O.